Dataset: Full USPTO retrosynthesis dataset with 1.9M reactions from patents (1976-2016). Task: Predict the reactants needed to synthesize the given product. Given the product [CH2:1]([O:3][C:4]1[CH:5]=[C:6]([C:12]([O:18][CH3:19])=[C:13]([C:14]#[N:15])[C:16]#[N:17])[CH:7]=[CH:8][C:9]=1[O:10][CH3:11])[CH3:2], predict the reactants needed to synthesize it. The reactants are: [CH2:1]([O:3][C:4]1[CH:5]=[C:6]([C:12]([OH:18])=[C:13]([C:16]#[N:17])[C:14]#[N:15])[CH:7]=[CH:8][C:9]=1[O:10][CH3:11])[CH3:2].[C:19](=O)(O)[O-].[Na+].O1CCOCC1.COS(OC)(=O)=O.